The task is: Predict the reaction yield, written as a fraction of the theoretical maximum amount of product (1.0 means a 100% yield; for example, 0.34 means a 34% yield).. This data is from Reaction yield outcomes from USPTO patents with 853,638 reactions. (1) The reactants are [C:1]([C:3]1[CH:8]=[CH:7][CH:6]=[CH:5][C:4]=1[C:9]1[CH:14]=[CH:13][C:12]([CH2:15][CH:16]([C:22](=O)[CH2:23][CH2:24][CH3:25])[C:17](OCC)=[O:18])=[CH:11][CH:10]=1)#[N:2].[CH:27]1([NH:31][C:32]2[NH:36][C:35]([CH3:37])=[N:34][N:33]=2)[CH2:30][CH2:29][CH2:28]1. No catalyst specified. The product is [CH:27]1([N:31]2[C:17](=[O:18])[C:16]([CH2:15][C:12]3[CH:13]=[CH:14][C:9]([C:4]4[C:3]([C:1]#[N:2])=[CH:8][CH:7]=[CH:6][CH:5]=4)=[CH:10][CH:11]=3)=[C:22]([CH2:23][CH2:24][CH3:25])[N:33]3[N:34]=[C:35]([CH3:37])[N:36]=[C:32]23)[CH2:28][CH2:29][CH2:30]1. The yield is 0.520. (2) The reactants are [C:1]([O:5][C:6](=[O:14])[NH:7][CH2:8][CH2:9][CH2:10][CH2:11][CH2:12][NH2:13])([CH3:4])([CH3:3])[CH3:2].[C:15](=S)=[S:16].N#CN. The catalyst is C1COCC1.CCN(CC)CC. The product is [C:1]([O:5][C:6](=[O:14])[NH:7][CH2:8][CH2:9][CH2:10][CH2:11][CH2:12][N:13]=[C:15]=[S:16])([CH3:4])([CH3:2])[CH3:3]. The yield is 0.930. (3) The catalyst is CCOC(C)=O.C1C=CC([P]([Pd]([P](C2C=CC=CC=2)(C2C=CC=CC=2)C2C=CC=CC=2)([P](C2C=CC=CC=2)(C2C=CC=CC=2)C2C=CC=CC=2)[P](C2C=CC=CC=2)(C2C=CC=CC=2)C2C=CC=CC=2)(C2C=CC=CC=2)C2C=CC=CC=2)=CC=1. The yield is 0.830. The product is [CH3:25][O:24][C:17]1[CH:18]=[C:19]([C:2]2[C:10]3[C:5](=[CH:6][CH:7]=[C:8]([CH:11]=[O:12])[CH:9]=3)[NH:4][N:3]=2)[CH:20]=[C:15]([O:14][CH3:13])[C:16]=1[O:26][CH3:27]. The reactants are I[C:2]1[C:10]2[C:5](=[CH:6][CH:7]=[C:8]([CH:11]=[O:12])[CH:9]=2)[NH:4][N:3]=1.[CH3:13][O:14][C:15]1[CH:20]=[CH:19][C:18](B(O)O)=[C:17]([O:24][CH3:25])[C:16]=1[O:26][CH3:27].C([O-])([O-])=O.[K+].[K+].O1CCOCC1.